Dataset: Full USPTO retrosynthesis dataset with 1.9M reactions from patents (1976-2016). Task: Predict the reactants needed to synthesize the given product. The reactants are: Cl[C:2]1[C:11]([C:12]2[CH:17]=[CH:16][C:15]([F:18])=[CH:14][CH:13]=2)=[N:10][C:9]2[C:4](=[CH:5][CH:6]=[C:7]([C:19]([O:21][CH3:22])=[O:20])[CH:8]=2)[N:3]=1.[N:23]1[CH:28]=[CH:27][CH:26]=[CH:25][C:24]=1[N:29]1[CH2:34][CH2:33][NH:32][CH2:31][CH2:30]1.C(=O)([O-])[O-].[K+].[K+]. Given the product [F:18][C:15]1[CH:16]=[CH:17][C:12]([C:11]2[C:2]([N:32]3[CH2:33][CH2:34][N:29]([C:24]4[CH:25]=[CH:26][CH:27]=[CH:28][N:23]=4)[CH2:30][CH2:31]3)=[N:3][C:4]3[C:9]([N:10]=2)=[CH:8][C:7]([C:19]([O:21][CH3:22])=[O:20])=[CH:6][CH:5]=3)=[CH:13][CH:14]=1, predict the reactants needed to synthesize it.